The task is: Regression. Given two drug SMILES strings and cell line genomic features, predict the synergy score measuring deviation from expected non-interaction effect.. This data is from NCI-60 drug combinations with 297,098 pairs across 59 cell lines. (1) Drug 1: C1=CN(C(=O)N=C1N)C2C(C(C(O2)CO)O)O.Cl. Drug 2: C1CC(=O)NC(=O)C1N2C(=O)C3=CC=CC=C3C2=O. Cell line: HCT-15. Synergy scores: CSS=37.9, Synergy_ZIP=-10.3, Synergy_Bliss=-5.90, Synergy_Loewe=-42.0, Synergy_HSA=-4.14. (2) Drug 1: CC1C(C(CC(O1)OC2CC(OC(C2O)C)OC3=CC4=CC5=C(C(=O)C(C(C5)C(C(=O)C(C(C)O)O)OC)OC6CC(C(C(O6)C)O)OC7CC(C(C(O7)C)O)OC8CC(C(C(O8)C)O)(C)O)C(=C4C(=C3C)O)O)O)O. Drug 2: CC1CCCC2(C(O2)CC(NC(=O)CC(C(C(=O)C(C1O)C)(C)C)O)C(=CC3=CSC(=N3)C)C)C. Cell line: NCI-H322M. Synergy scores: CSS=52.8, Synergy_ZIP=3.18, Synergy_Bliss=3.22, Synergy_Loewe=2.03, Synergy_HSA=4.92. (3) Cell line: BT-549. Synergy scores: CSS=30.2, Synergy_ZIP=-3.74, Synergy_Bliss=4.58, Synergy_Loewe=2.34, Synergy_HSA=2.58. Drug 2: C1CC(C1)(C(=O)O)C(=O)O.[NH2-].[NH2-].[Pt+2]. Drug 1: C1CCN(CC1)CCOC2=CC=C(C=C2)C(=O)C3=C(SC4=C3C=CC(=C4)O)C5=CC=C(C=C5)O. (4) Drug 1: C1CCC(C1)C(CC#N)N2C=C(C=N2)C3=C4C=CNC4=NC=N3. Drug 2: CS(=O)(=O)C1=CC(=C(C=C1)C(=O)NC2=CC(=C(C=C2)Cl)C3=CC=CC=N3)Cl. Cell line: NCI-H460. Synergy scores: CSS=3.79, Synergy_ZIP=-0.298, Synergy_Bliss=3.35, Synergy_Loewe=1.36, Synergy_HSA=2.83. (5) Drug 1: C(CC(=O)O)C(=O)CN.Cl. Drug 2: CC1=C(C(=O)C2=C(C1=O)N3CC4C(C3(C2COC(=O)N)OC)N4)N. Cell line: IGROV1. Synergy scores: CSS=12.3, Synergy_ZIP=-3.39, Synergy_Bliss=-0.280, Synergy_Loewe=-8.32, Synergy_HSA=-1.85.